Dataset: Catalyst prediction with 721,799 reactions and 888 catalyst types from USPTO. Task: Predict which catalyst facilitates the given reaction. (1) Reactant: [CH2:1]([C:3]1[N:7]([CH3:8])[C:6]2[CH:9]=[C:10]([N:13]3[CH:18]=[CH:17][C:16]([OH:19])=[CH:15][C:14]3=[O:20])[CH:11]=[CH:12][C:5]=2[N:4]=1)[CH3:2].[F:21][C:22]([F:31])([F:30])[C:23]1[S:27][C:26]([CH2:28]O)=[CH:25][CH:24]=1.C(P(CCCC)CCCC)CCC.N(C(N1CCCCC1)=O)=NC(N1CCCCC1)=O. Product: [CH2:1]([C:3]1[N:7]([CH3:8])[C:6]2[CH:9]=[C:10]([N:13]3[CH:18]=[CH:17][C:16]([O:19][CH2:28][C:26]4[S:27][C:23]([C:22]([F:31])([F:30])[F:21])=[CH:24][CH:25]=4)=[CH:15][C:14]3=[O:20])[CH:11]=[CH:12][C:5]=2[N:4]=1)[CH3:2]. The catalyst class is: 20. (2) Reactant: [C:1]([O:5][C:6]([N:8]([CH2:24][CH2:25][C:26]1[CH:31]=[C:30]([F:32])[CH:29]=[CH:28][C:27]=1[OH:33])[CH:9]1[CH2:18][CH2:17][CH2:16][C:15]2[N:14]=[C:13]([C:19]([O:21][CH2:22][CH3:23])=[O:20])[CH:12]=[CH:11][C:10]1=2)=[O:7])([CH3:4])([CH3:3])[CH3:2].[Cl:34][C:35]1[CH:36]=[CH:37][C:38]2[O:42][C:41]([C:43]3[CH:48]=[CH:47][C:46]([CH2:49]Cl)=[CH:45][CH:44]=3)=[N:40][C:39]=2[CH:51]=1.C(=O)([O-])[O-].[K+].[K+]. Product: [C:1]([O:5][C:6]([N:8]([CH2:24][CH2:25][C:26]1[CH:31]=[C:30]([F:32])[CH:29]=[CH:28][C:27]=1[O:33][CH2:49][C:46]1[CH:45]=[CH:44][C:43]([C:41]2[O:42][C:38]3[CH:37]=[CH:36][C:35]([Cl:34])=[CH:51][C:39]=3[N:40]=2)=[CH:48][CH:47]=1)[CH:9]1[CH2:18][CH2:17][CH2:16][C:15]2[N:14]=[C:13]([C:19]([O:21][CH2:22][CH3:23])=[O:20])[CH:12]=[CH:11][C:10]1=2)=[O:7])([CH3:2])([CH3:3])[CH3:4]. The catalyst class is: 10.